From a dataset of Full USPTO retrosynthesis dataset with 1.9M reactions from patents (1976-2016). Predict the reactants needed to synthesize the given product. (1) Given the product [NH2:15][C:12]1[CH:13]=[CH:14][C:9]([O:8][CH:5]2[CH2:6][CH2:7][C:2]([CH3:1])([C:18]([O:20][CH2:21][CH3:22])=[O:19])[CH2:3][CH2:4]2)=[N:10][CH:11]=1, predict the reactants needed to synthesize it. The reactants are: [CH3:1][C:2]1([C:18]([O:20][CH2:21][CH3:22])=[O:19])[CH2:7][CH2:6][CH:5]([O:8][C:9]2[CH:14]=[CH:13][C:12]([N+:15]([O-])=O)=[CH:11][N:10]=2)[CH2:4][CH2:3]1. (2) Given the product [F:1][C:2]1[C:7]([O:8][CH3:9])=[CH:6][C:5]([O:10][CH3:11])=[CH:4][C:3]=1[C:12]1[C:23](=[O:24])[N:22]([CH2:32][CH2:33][C:34]2[CH:39]=[CH:38][CH:37]=[C:36]([N+:40]([O-:42])=[O:41])[CH:35]=2)[C:15]2[N:16]=[C:17]([S:20][CH3:21])[N:18]=[CH:19][C:14]=2[CH:13]=1, predict the reactants needed to synthesize it. The reactants are: [F:1][C:2]1[C:7]([O:8][CH3:9])=[CH:6][C:5]([O:10][CH3:11])=[CH:4][C:3]=1[C:12]1[C:23](=[O:24])[NH:22][C:15]2[N:16]=[C:17]([S:20][CH3:21])[N:18]=[CH:19][C:14]=2[CH:13]=1.C([O-])([O-])=O.[K+].[K+].I[CH2:32][CH2:33][C:34]1[CH:39]=[CH:38][CH:37]=[C:36]([N+:40]([O-:42])=[O:41])[CH:35]=1. (3) Given the product [CH3:3][O:4][C:5]1[CH:10]=[CH:9][C:8]([C:11]2[O:12][C:13]3[C:14](=[C:16]([C:20]([OH:22])=[O:21])[CH:17]=[CH:18][CH:19]=3)[N:15]=2)=[CH:7][CH:6]=1, predict the reactants needed to synthesize it. The reactants are: [OH-].[Li+].[CH3:3][O:4][C:5]1[CH:10]=[CH:9][C:8]([C:11]2[O:12][C:13]3[C:14](=[C:16]([C:20]([O:22]C)=[O:21])[CH:17]=[CH:18][CH:19]=3)[N:15]=2)=[CH:7][CH:6]=1. (4) Given the product [C:1]([O:5][C:6]([C@@H:8]([CH2:13][C:14]1[CH:19]=[CH:18][C:17]([C:20]([F:21])([F:22])[F:23])=[CH:16][CH:15]=1)[C:9]([OH:11])=[O:10])=[O:7])([CH3:4])([CH3:2])[CH3:3], predict the reactants needed to synthesize it. The reactants are: [C:1]([O:5][C:6]([C@@H:8]([CH2:13][C:14]1[CH:19]=[CH:18][C:17]([C:20]([F:23])([F:22])[F:21])=[CH:16][CH:15]=1)[C:9]([O:11]C)=[O:10])=[O:7])([CH3:4])([CH3:3])[CH3:2].[Li+].[OH-].Cl. (5) Given the product [CH3:12][C:8]1[NH:9][C:10](=[O:11])[C:5]([C:3]2[N:28]=[C:26]([CH2:25][S:24][C:18]3[CH:23]=[CH:22][CH:21]=[CH:20][CH:19]=3)[S:27][CH:2]=2)=[CH:6][C:7]=1[C:13]([O:15][CH2:16][CH3:17])=[O:14], predict the reactants needed to synthesize it. The reactants are: Br[CH2:2][C:3]([C:5]1[C:10](=[O:11])[NH:9][C:8]([CH3:12])=[C:7]([C:13]([O:15][CH2:16][CH3:17])=[O:14])[CH:6]=1)=O.[C:18]1([S:24][CH2:25][C:26]([NH2:28])=[S:27])[CH:23]=[CH:22][CH:21]=[CH:20][CH:19]=1. (6) Given the product [NH:40]1[C:41]2[C:46](=[CH:45][CH:44]=[CH:43][CH:42]=2)[C:38]([CH2:33][CH2:34][NH:30][C:23]([N:18]2[CH2:17][CH2:16][CH:15]([CH2:14][CH2:13][NH:12][C:10](=[O:11])[CH2:9][O:8][CH2:7][C:6]3[CH:21]=[CH:22][C:3]([F:2])=[CH:4][CH:5]=3)[CH2:20][CH2:19]2)=[O:24])=[CH:39]1, predict the reactants needed to synthesize it. The reactants are: Cl.[F:2][C:3]1[CH:22]=[CH:21][C:6]([CH2:7][O:8][CH2:9][C:10]([NH:12][CH2:13][CH2:14][CH:15]2[CH2:20][CH2:19][NH:18][CH2:17][CH2:16]2)=[O:11])=[CH:5][CH:4]=1.[C:23]([N:30]1[CH:34]=[CH:33]N=C1)(N1C=CN=C1)=[O:24].NCC[C:38]1[C:46]2[C:41](=[CH:42][CH:43]=[CH:44][CH:45]=2)[NH:40][CH:39]=1.C(N(CC)CC)C. (7) The reactants are: [CH:1]([C:3]1[CH:10]=[CH:9][C:6]([C:7]#[N:8])=[CH:5][CH:4]=1)=O.[C@@H:11]1([NH2:21])[C:20]2[C:15](=[CH:16][CH:17]=[CH:18][CH:19]=2)[CH2:14][CH2:13][CH2:12]1. Given the product [C@@H:11]1([NH:21][CH2:1][C:3]2[CH:10]=[CH:9][C:6]([C:7]#[N:8])=[CH:5][CH:4]=2)[C:20]2[C:15](=[CH:16][CH:17]=[CH:18][CH:19]=2)[CH2:14][CH2:13][CH2:12]1, predict the reactants needed to synthesize it.